Dataset: Peptide-MHC class II binding affinity with 134,281 pairs from IEDB. Task: Regression. Given a peptide amino acid sequence and an MHC pseudo amino acid sequence, predict their binding affinity value. This is MHC class II binding data. (1) The peptide sequence is RVVHLYRNGKDQDGD. The MHC is DRB1_0802 with pseudo-sequence DRB1_0802. The binding affinity (normalized) is 0.352. (2) The peptide sequence is TATELNNALQNLART. The MHC is DRB1_0301 with pseudo-sequence DRB1_0301. The binding affinity (normalized) is 0.0339. (3) The peptide sequence is GAYFVSSGKYEGGNI. The MHC is HLA-DQA10102-DQB10602 with pseudo-sequence HLA-DQA10102-DQB10602. The binding affinity (normalized) is 0.328. (4) The peptide sequence is ASVPAADKFKTFEAA. The MHC is DRB1_1501 with pseudo-sequence DRB1_1501. The binding affinity (normalized) is 0.163. (5) The binding affinity (normalized) is 0.692. The MHC is DRB1_0404 with pseudo-sequence DRB1_0404. The peptide sequence is YDKFLANVETVLTGK. (6) The peptide sequence is KGSNPNYLALLVKYVNGDGD. The MHC is DRB1_1302 with pseudo-sequence DRB1_1302. The binding affinity (normalized) is 0.423. (7) The peptide sequence is LCQVFADATPTGWGL. The MHC is DRB1_0405 with pseudo-sequence DRB1_0405. The binding affinity (normalized) is 0.279. (8) The peptide sequence is AATQARAAAAAFEAA. The MHC is DRB1_0405 with pseudo-sequence DRB1_0405. The binding affinity (normalized) is 0.430.